Task: Predict which catalyst facilitates the given reaction.. Dataset: Catalyst prediction with 721,799 reactions and 888 catalyst types from USPTO (1) Reactant: [OH:1][CH2:2][CH2:3][NH:4][C:5]1[CH:6]=[C:7]2[C:11](=[CH:12][CH:13]=1)[C:10](=[C:14]1[C:22]3[C:17](=[CH:18][CH:19]=[CH:20][CH:21]=3)[NH:16][C:15]1=[O:23])[O:9][CH2:8]2.[C:24](OC(=O)C)(=[O:26])[CH3:25].O. Product: [O:23]=[C:15]1[C:14](=[C:10]2[C:11]3[C:7](=[CH:6][C:5]([NH:4][CH2:3][CH2:2][O:1][C:24](=[O:26])[CH3:25])=[CH:13][CH:12]=3)[CH2:8][O:9]2)[C:22]2[C:17](=[CH:18][CH:19]=[CH:20][CH:21]=2)[NH:16]1. The catalyst class is: 527. (2) Reactant: C(=O)([O-])[O-].[Cs+].[Cs+].[Br:7][C:8]1[CH:16]=[C:15]2[C:11]([CH2:12][C:13](=[O:24])[N:14]2[C:17]([O:19][C:20]([CH3:23])([CH3:22])[CH3:21])=[O:18])=[CH:10][CH:9]=1.I[CH2:26][CH2:27][O:28][CH2:29][CH2:30]I.C(O)(=O)C. Product: [Br:7][C:8]1[CH:16]=[C:15]2[N:14]([C:17]([O:19][C:20]([CH3:21])([CH3:23])[CH3:22])=[O:18])[C:13](=[O:24])[C:12]3([CH2:30][CH2:29][O:28][CH2:27][CH2:26]3)[C:11]2=[CH:10][CH:9]=1. The catalyst class is: 384. (3) Reactant: [F:1][C:2]1[CH:8]=[C:7]([F:9])[C:6]([N+:10]([O-:12])=[O:11])=[CH:5][C:3]=1[NH2:4].[C:13]1(B(O)O)[CH:18]=[CH:17][CH:16]=[CH:15][CH:14]=1.C(N(CC)CC)C. Product: [F:1][C:2]1[CH:8]=[C:7]([F:9])[C:6]([N+:10]([O-:12])=[O:11])=[CH:5][C:3]=1[NH:4][C:13]1[CH:18]=[CH:17][CH:16]=[CH:15][CH:14]=1. The catalyst class is: 221. (4) Reactant: [C:1]([O:5][C:6](=[O:18])[N:7]([CH2:9][C:10]1[CH:15]=[C:14]([Br:16])[CH:13]=[CH:12][C:11]=1[OH:17])[CH3:8])([CH3:4])([CH3:3])[CH3:2].Br[C:20]1[CH:25]=[CH:24][CH:23]=[CH:22][N:21]=1.C([O-])([O-])=O.[Cs+].[Cs+].C(=NO)C1C(=CC=CC=1)O. Product: [C:1]([O:5][C:6](=[O:18])[N:7]([CH2:9][C:10]1[CH:15]=[C:14]([Br:16])[CH:13]=[CH:12][C:11]=1[O:17][C:20]1[CH:25]=[CH:24][CH:23]=[CH:22][N:21]=1)[CH3:8])([CH3:4])([CH3:2])[CH3:3]. The catalyst class is: 59. (5) Reactant: C([O:5][C:6](=[O:38])[CH2:7][NH:8][C:9]([C:11]1[CH:15]=[C:14]([O:16][CH2:17][C:18]([N:20]2[CH2:24][CH2:23][CH2:22][C@H:21]2[C:25](=[O:31])[NH:26][CH:27]2[CH2:30][CH2:29][CH2:28]2)=[O:19])[N:13]([C:32]2[CH:37]=[CH:36][CH:35]=[CH:34][CH:33]=2)[N:12]=1)=[O:10])(C)(C)C.C(O)(C(F)(F)F)=O. Product: [CH:27]1([NH:26][C:25]([C@@H:21]2[CH2:22][CH2:23][CH2:24][N:20]2[C:18](=[O:19])[CH2:17][O:16][C:14]2[N:13]([C:32]3[CH:37]=[CH:36][CH:35]=[CH:34][CH:33]=3)[N:12]=[C:11]([C:9]([NH:8][CH2:7][C:6]([OH:38])=[O:5])=[O:10])[CH:15]=2)=[O:31])[CH2:30][CH2:29][CH2:28]1. The catalyst class is: 4. (6) Reactant: C([O:5][C:6]([C:8]1[C:9]([CH3:18])=[C:10]2[C:14](=[CH:15][CH:16]=1)[C:13](=[O:17])[O:12][CH2:11]2)=[CH2:7])CCC.C1C(=O)N([Br:26])C(=O)C1.Br. Product: [Br:26][CH2:5][C:6]([C:8]1[C:9]([CH3:18])=[C:10]2[C:14](=[CH:15][CH:16]=1)[C:13](=[O:17])[O:12][CH2:11]2)=[O:7]. The catalyst class is: 90. (7) Product: [Br:1][C:2]1[CH:3]=[CH:4][C:5]([CH2:6][NH:7][C:8]([C:9](=[CH:19][N:20]([CH3:22])[CH3:21])[C:10]([O:12][CH3:13])=[O:11])=[O:14])=[CH:15][CH:16]=1. The catalyst class is: 1. Reactant: [Br:1][C:2]1[CH:16]=[CH:15][C:5]([CH2:6][NH:7][C:8](=[O:14])[CH2:9][C:10]([O:12][CH3:13])=[O:11])=[CH:4][CH:3]=1.CO[CH:19](OC)[N:20]([CH3:22])[CH3:21]. (8) Reactant: [H-].[Na+].[Cl:3][C:4]1[N:9]=[CH:8][N:7]=[C:6]([C:10]([C:12]2[CH:21]=[C:20]([CH3:22])[C:15]3[NH:16][C:17](=[O:19])[O:18][C:14]=3[CH:13]=2)=[O:11])[CH:5]=1.I[CH3:24]. Product: [Cl:3][C:4]1[N:9]=[CH:8][N:7]=[C:6]([C:10]([C:12]2[CH:21]=[C:20]([CH3:22])[C:15]3[N:16]([CH3:24])[C:17](=[O:19])[O:18][C:14]=3[CH:13]=2)=[O:11])[CH:5]=1. The catalyst class is: 3. (9) Reactant: [Cl:1][C:2]1[CH:3]=[C:4]([CH2:9][OH:10])[CH:5]=[N:6][C:7]=1[Cl:8].C[N+]1([O-])CCOCC1. Product: [Cl:1][C:2]1[CH:3]=[C:4]([CH:9]=[O:10])[CH:5]=[N:6][C:7]=1[Cl:8]. The catalyst class is: 2.